From a dataset of Forward reaction prediction with 1.9M reactions from USPTO patents (1976-2016). Predict the product of the given reaction. (1) Given the reactants Br[C:2]1[CH:3]=[N:4][N:5]([CH3:11])[C:6]=1[C:7]([F:10])([F:9])[F:8].[B:12]1([B:12]2[O:16][C:15]([CH3:18])([CH3:17])[C:14]([CH3:20])([CH3:19])[O:13]2)[O:16][C:15]([CH3:18])([CH3:17])[C:14]([CH3:20])([CH3:19])[O:13]1.C([O-])(=O)C.[K+], predict the reaction product. The product is: [CH3:11][N:5]1[C:6]([C:7]([F:10])([F:9])[F:8])=[C:2]([B:12]2[O:16][C:15]([CH3:18])([CH3:17])[C:14]([CH3:20])([CH3:19])[O:13]2)[CH:3]=[N:4]1. (2) Given the reactants O1C=CC=C1P(C1OC=CC=1)C1OC=CC=1.[Cl:17][C:18]1[CH:39]=[CH:38][C:21]([CH2:22][C:23]2[N:24]=[C:25]([O:34][CH2:35][CH2:36][CH3:37])[C:26]3[N:31]=[C:30](SC)[O:29][C:27]=3[N:28]=2)=[CH:20][CH:19]=1.[NH2:40][C:41]1[CH:42]=[C:43](B(O)O)[CH:44]=[CH:45][CH:46]=1.O, predict the reaction product. The product is: [Cl:17][C:18]1[CH:39]=[CH:38][C:21]([CH2:22][C:23]2[N:24]=[C:25]([O:34][CH2:35][CH2:36][CH3:37])[C:26]3[N:31]=[C:30]([C:45]4[CH:46]=[C:41]([NH2:40])[CH:42]=[CH:43][CH:44]=4)[O:29][C:27]=3[N:28]=2)=[CH:20][CH:19]=1.